This data is from Forward reaction prediction with 1.9M reactions from USPTO patents (1976-2016). The task is: Predict the product of the given reaction. (1) Given the reactants [Cl:1][C:2]1[CH:3]=[C:4]2[C:9](=[C:10]([Cl:12])[CH:11]=1)[CH2:8][N:7]([CH3:13])[CH2:6][C@H:5]2[C:14]1[CH:19]=[CH:18][CH:17]=[CH:16][C:15]=1[NH2:20].Cl[C:22](OC1C=CC([N+]([O-])=O)=CC=1)=[O:23].[CH2:34]([O:36][CH:37]([O:40][CH2:41][CH3:42])[CH2:38][NH2:39])[CH3:35], predict the reaction product. The product is: [Cl:1][C:2]1[CH:3]=[C:4]2[C:9](=[C:10]([Cl:12])[CH:11]=1)[CH2:8][N:7]([CH3:13])[CH2:6][C@H:5]2[C:14]1[CH:19]=[CH:18][CH:17]=[CH:16][C:15]=1[NH:20][C:22]([NH:39][CH2:38][CH:37]([O:40][CH2:41][CH3:42])[O:36][CH2:34][CH3:35])=[O:23]. (2) Given the reactants [Cl:1][C:2]1[CH:3]=[C:4]([CH:8]2[C:13]([C:14]([OH:16])=O)=[C:12]([CH3:17])[NH:11][C:10](=[O:18])[N:9]2[C:19]([O:21][CH2:22][CH3:23])=[O:20])[CH:5]=[CH:6][CH:7]=1.[C:24]1([CH:30]([C:34]2[CH:39]=[CH:38][CH:37]=[CH:36][CH:35]=2)[CH2:31][CH2:32][NH2:33])[CH:29]=[CH:28][CH:27]=[CH:26][CH:25]=1.CCN=C=NCCCN(C)C.Cl, predict the reaction product. The product is: [C:34]1([CH:30]([C:24]2[CH:25]=[CH:26][CH:27]=[CH:28][CH:29]=2)[CH2:31][CH2:32][NH:33][C:14]([C:13]2[CH:8]([C:4]3[CH:5]=[CH:6][CH:7]=[C:2]([Cl:1])[CH:3]=3)[N:9]([C:19]([O:21][CH2:22][CH3:23])=[O:20])[C:10](=[O:18])[NH:11][C:12]=2[CH3:17])=[O:16])[CH:35]=[CH:36][CH:37]=[CH:38][CH:39]=1. (3) Given the reactants [NH2:1][C:2]1[CH:3]=[C:4]([C@@H:8]([O:21][Si:22]([CH2:27][CH3:28])([CH2:25][CH3:26])[CH2:23][CH3:24])[CH2:9][N:10]([CH2:18][CH2:19][OH:20])[C:11](=[O:17])[O:12][C:13]([CH3:16])([CH3:15])[CH3:14])[CH:5]=[CH:6][CH:7]=1.O[C:30]1[CH:38]=[C:37]2[C:33]([C:34]([CH3:46])=[N:35][N:36]2[C:39]([O:41][C:42]([CH3:45])([CH3:44])[CH3:43])=[O:40])=[CH:32][CH:31]=1.C1(P(C2C=CC=CC=2)C2C=CC=CC=2)C=CC=CC=1.CC(OC(/N=N/C(OC(C)C)=O)=O)C, predict the reaction product. The product is: [NH2:1][C:2]1[CH:3]=[C:4]([C@@H:8]([O:21][Si:22]([CH2:25][CH3:26])([CH2:23][CH3:24])[CH2:27][CH3:28])[CH2:9][N:10]([C:11]([O:12][C:13]([CH3:15])([CH3:14])[CH3:16])=[O:17])[CH2:18][CH2:19][O:20][C:30]2[CH:38]=[C:37]3[C:33]([C:34]([CH3:46])=[N:35][N:36]3[C:39]([O:41][C:42]([CH3:44])([CH3:43])[CH3:45])=[O:40])=[CH:32][CH:31]=2)[CH:5]=[CH:6][CH:7]=1.